Dataset: Forward reaction prediction with 1.9M reactions from USPTO patents (1976-2016). Task: Predict the product of the given reaction. (1) Given the reactants [CH3:1][C:2]([O:5][C:6]([N:8]1[CH2:13][CH2:12][CH:11]([CH2:14][C:15]([OH:17])=O)[CH2:10][CH2:9]1)=[O:7])([CH3:4])[CH3:3].CN(C(ON1N=NC2C=CC=NC1=2)=[N+](C)C)C.F[P-](F)(F)(F)(F)F.C(N(C(C)C)CC)(C)C.[NH2:51][C:52]1[CH:61]=[CH:60][CH:59]=[CH:58][C:53]=1[C:54]([O:56][CH3:57])=[O:55], predict the reaction product. The product is: [CH3:57][O:56][C:54]([C:53]1[CH:58]=[CH:59][CH:60]=[CH:61][C:52]=1[NH:51][C:15](=[O:17])[CH2:14][CH:11]1[CH2:10][CH2:9][N:8]([C:6]([O:5][C:2]([CH3:1])([CH3:3])[CH3:4])=[O:7])[CH2:13][CH2:12]1)=[O:55]. (2) Given the reactants [SH:1][C:2]1[N:3]([CH3:7])[CH:4]=[CH:5][N:6]=1.[H-].[Na+].[F:10][C:11]1[CH:12]=[C:13]([N+:18]([O-:20])=[O:19])[CH:14]=[CH:15][C:16]=1F.O, predict the reaction product. The product is: [F:10][C:11]1[CH:12]=[C:13]([N+:18]([O-:20])=[O:19])[CH:14]=[CH:15][C:16]=1[S:1][C:2]1[N:3]([CH3:7])[CH:4]=[CH:5][N:6]=1. (3) Given the reactants [CH3:1][N:2]1[C:10]2[C:5](=[CH:6][CH:7]=[C:8]([C:11]([OH:13])=O)[CH:9]=2)[C:4]([CH3:15])([CH3:14])[C:3]1=[O:16].C1N=CN(C(N2C=NC=C2)=O)C=1.O/[N:30]=[C:31](\[NH2:33])/[CH3:32].C(O)(=O)C, predict the reaction product. The product is: [CH3:1][N:2]1[C:10]2[C:5](=[CH:6][CH:7]=[C:8]([C:11]3[O:13][N:33]=[C:31]([CH3:32])[N:30]=3)[CH:9]=2)[C:4]([CH3:15])([CH3:14])[C:3]1=[O:16]. (4) The product is: [CH3:43][C:38]1([CH3:44])[C:39]([CH3:42])([CH3:41])[O:40][B:36]([C:2]2[CH:3]=[C:4]3[C:10]([C:11]4[N:12]([S:16]([C:19]5[CH:24]=[CH:23][C:22]([CH3:25])=[CH:21][CH:20]=5)(=[O:18])=[O:17])[N:13]=[CH:14][CH:15]=4)=[CH:9][N:8]([S:26]([C:29]4[CH:34]=[CH:33][C:32]([CH3:35])=[CH:31][CH:30]=4)(=[O:28])=[O:27])[C:5]3=[N:6][CH:7]=2)[O:37]1. Given the reactants Br[C:2]1[CH:3]=[C:4]2[C:10]([C:11]3[N:12]([S:16]([C:19]4[CH:24]=[CH:23][C:22]([CH3:25])=[CH:21][CH:20]=4)(=[O:18])=[O:17])[N:13]=[CH:14][CH:15]=3)=[CH:9][N:8]([S:26]([C:29]3[CH:34]=[CH:33][C:32]([CH3:35])=[CH:31][CH:30]=3)(=[O:28])=[O:27])[C:5]2=[N:6][CH:7]=1.[B:36]1([B:36]2[O:40][C:39]([CH3:42])([CH3:41])[C:38]([CH3:44])([CH3:43])[O:37]2)[O:40][C:39]([CH3:42])([CH3:41])[C:38]([CH3:44])([CH3:43])[O:37]1.ClCCl.C([O-])(=O)C.[Na+], predict the reaction product.